Task: Predict the reactants needed to synthesize the given product.. Dataset: Full USPTO retrosynthesis dataset with 1.9M reactions from patents (1976-2016) Given the product [F:1][C:2]1[CH:3]=[C:4]2[C:8](=[CH:9][CH:10]=1)[C:7](=[CH:11][C:12]1[CH:13]=[CH:14][C:15]([S:18]([CH3:20])=[O:19])=[CH:16][CH:17]=1)[C:6]([CH3:21])=[C:5]2[CH2:22][C:30]([OH:32])=[O:33], predict the reactants needed to synthesize it. The reactants are: [F:1][C:2]1[CH:3]=[C:4]2[C:8](=[CH:9][CH:10]=1)[C:7](=[CH:11][C:12]1[CH:17]=[CH:16][C:15]([S:18]([CH3:20])=[O:19])=[CH:14][CH:13]=1)[C:6]([CH3:21])=[C:5]2[CH2:22]C(NCC(O)=O)=O.[CH2:30]([OH:32])C.[OH-:33].[Na+].